This data is from Forward reaction prediction with 1.9M reactions from USPTO patents (1976-2016). The task is: Predict the product of the given reaction. (1) Given the reactants [CH2:1]([O:8][C:9]([C:11]1[C:19]2[C:14](=[CH:15][CH:16]=[C:17]([CH2:20][CH2:21][OH:22])[CH:18]=2)[NH:13][C:12]=1[CH3:23])=[O:10])[C:2]1[CH:7]=[CH:6][CH:5]=[CH:4][CH:3]=1.C(N(CC)CC)C.[CH3:31][S:32](Cl)(=[O:34])=[O:33], predict the reaction product. The product is: [CH2:1]([O:8][C:9]([C:11]1[C:19]2[C:14](=[CH:15][CH:16]=[C:17]([CH2:20][CH2:21][O:22][S:32]([CH3:31])(=[O:34])=[O:33])[CH:18]=2)[NH:13][C:12]=1[CH3:23])=[O:10])[C:2]1[CH:3]=[CH:4][CH:5]=[CH:6][CH:7]=1. (2) Given the reactants [CH2:1]([O:3][C@@H:4]([CH2:9][C:10]1[CH:15]=[CH:14][C:13]([C:16]2[CH:21]=[CH:20][CH:19]=[C:18]([CH2:22][NH:23][CH3:24])[CH:17]=2)=[CH:12][CH:11]=1)[C:5]([O:7][CH3:8])=[O:6])[CH3:2].[C:25]1([C:34]2[CH:39]=[CH:38][CH:37]=[CH:36][CH:35]=2)[CH:30]=[CH:29][C:28]([C:31](Cl)=[O:32])=[CH:27][CH:26]=1, predict the reaction product. The product is: [C:25]1([C:34]2[CH:39]=[CH:38][CH:37]=[CH:36][CH:35]=2)[CH:30]=[CH:29][C:28]([C:31]([N:23]([CH2:22][C:18]2[CH:17]=[C:16]([C:13]3[CH:14]=[CH:15][C:10]([CH2:9][C@H:4]([O:3][CH2:1][CH3:2])[C:5]([O:7][CH3:8])=[O:6])=[CH:11][CH:12]=3)[CH:21]=[CH:20][CH:19]=2)[CH3:24])=[O:32])=[CH:27][CH:26]=1. (3) The product is: [CH2:1]([O:3][C:4](=[O:16])[C@@H:5]([O:14][CH3:15])[CH2:6][C:7]1[CH:8]=[CH:9][C:10]([O:13][CH2:25][CH2:24][CH2:23][O:22][Si:21]([C:17]([CH3:18])([CH3:20])[CH3:19])([CH3:27])[CH3:28])=[CH:11][CH:12]=1)[CH3:2]. Given the reactants [CH2:1]([O:3][C:4](=[O:16])[C@@H:5]([O:14][CH3:15])[CH2:6][C:7]1[CH:12]=[CH:11][C:10]([OH:13])=[CH:9][CH:8]=1)[CH3:2].[C:17]([Si:21]([CH3:28])([CH3:27])[O:22][CH2:23][CH2:24][CH2:25]O)([CH3:20])([CH3:19])[CH3:18].CC(OC(/N=N/C(OC(C)C)=O)=O)C, predict the reaction product. (4) Given the reactants [CH2:1]([N:3]1[C:7]([NH2:8])=[CH:6][CH:5]=[N:4]1)[CH3:2].[CH2:9]([O:11][C:12](=[O:23])[C:13](=[CH:19]OCC)[C:14]([O:16][CH2:17][CH3:18])=[O:15])[CH3:10], predict the reaction product. The product is: [CH2:9]([O:11][C:12](=[O:23])[C:13](=[CH:19][NH:8][C:7]1[N:3]([CH2:1][CH3:2])[N:4]=[CH:5][CH:6]=1)[C:14]([O:16][CH2:17][CH3:18])=[O:15])[CH3:10]. (5) Given the reactants [CH3:1][C:2]([CH3:24])([CH2:5][CH2:6][CH2:7][CH2:8][CH2:9][CH2:10][CH:11]([OH:23])[CH2:12][CH2:13][CH2:14][CH2:15][CH2:16][CH2:17][C:18]([CH3:22])([CH3:21])[CH2:19][OH:20])[CH2:3][OH:4].Cl[O-].[Na+], predict the reaction product. The product is: [OH:4][CH2:3][C:2]([CH3:24])([CH3:1])[CH2:5][CH2:6][CH2:7][CH2:8][CH2:9][CH2:10][C:11](=[O:23])[CH2:12][CH2:13][CH2:14][CH2:15][CH2:16][CH2:17][C:18]([CH3:21])([CH3:22])[CH2:19][OH:20].